Dataset: Reaction yield outcomes from USPTO patents with 853,638 reactions. Task: Predict the reaction yield, written as a fraction of the theoretical maximum amount of product (1.0 means a 100% yield; for example, 0.34 means a 34% yield). (1) The reactants are [C:1]([NH:6][C:7]1[NH:8][C:9](=[O:31])[C:10]2[N:11]=[CH:12][N:13]([C:29]=2[N:30]=1)[C@@H:14]1[O:28][C@H:18]([CH2:19][O:20][Si:21]([C:24]([CH3:27])([CH3:26])[CH3:25])([CH3:23])[CH3:22])[C@@H:16]([OH:17])[CH2:15]1)(=[O:5])[CH:2]([CH3:4])[CH3:3].C(O)(=O)C.C(OC(=O)C)(=O)C.C([O-])([O-])=O.[K+].[K+].[CH3:49][S:50]([CH3:52])=O. No catalyst specified. The product is [C:1]([NH:6][C:7]1[NH:8][C:9](=[O:31])[C:10]2[N:11]=[CH:12][N:13]([C:29]=2[N:30]=1)[C@@H:14]1[O:28][C@H:18]([CH2:19][O:20][Si:21]([C:24]([CH3:26])([CH3:25])[CH3:27])([CH3:23])[CH3:22])[C@@H:16]([O:17][CH2:49][S:50][CH3:52])[CH2:15]1)(=[O:5])[CH:2]([CH3:4])[CH3:3]. The yield is 0.690. (2) The reactants are [C:1]1(=O)[CH2:6][CH2:5][CH2:4][CH2:3][CH2:2]1.[CH2:8]([NH2:11])[CH2:9][NH2:10].C(O)(=O)C.C([BH3-])#N.[Na+]. The catalyst is CO. The product is [CH:1]1([NH:10][CH2:9][CH2:8][NH2:11])[CH2:6][CH2:5][CH2:4][CH2:3][CH2:2]1. The yield is 0.450. (3) The reactants are [Br:1][CH:2]([CH3:6])[C:3](Cl)=[O:4].[NH:7]1[C:15]2[C:10](=[CH:11][CH:12]=[CH:13][C:14]=2[CH2:16][NH2:17])[CH:9]=[CH:8]1.C(N(CC)CC)C. The catalyst is O1CCCC1. The product is [NH:7]1[C:15]2[C:10](=[CH:11][CH:12]=[CH:13][C:14]=2[CH2:16][NH:17][C:3](=[O:4])[CH:2]([Br:1])[CH3:6])[CH:9]=[CH:8]1. The yield is 0.460. (4) The reactants are [N+:1]([C:4]1[CH:9]=[CH:8][C:7]([C:10]2[N:15]=[C:14]([N:16]3[CH2:21][CH2:20][S:19][CH2:18][CH2:17]3)[N:13]=[C:12]([N:22]3[CH:27]4[CH2:28][CH2:29][CH:23]3[CH2:24][O:25][CH2:26]4)[N:11]=2)=[CH:6][CH:5]=1)([O-])=O.O.O.[Sn](Cl)Cl. The catalyst is N1C=CC=CC=1.CN(C=O)C. The product is [CH:23]12[N:22]([C:12]3[N:13]=[C:14]([N:16]4[CH2:17][CH2:18][S:19][CH2:20][CH2:21]4)[N:15]=[C:10]([C:7]4[CH:8]=[CH:9][C:4]([NH2:1])=[CH:5][CH:6]=4)[N:11]=3)[CH:27]([CH2:28][CH2:29]1)[CH2:26][O:25][CH2:24]2. The yield is 0.500. (5) The catalyst is C1C=CC([P]([Pd]([P](C2C=CC=CC=2)(C2C=CC=CC=2)C2C=CC=CC=2)([P](C2C=CC=CC=2)(C2C=CC=CC=2)C2C=CC=CC=2)[P](C2C=CC=CC=2)(C2C=CC=CC=2)C2C=CC=CC=2)(C2C=CC=CC=2)C2C=CC=CC=2)=CC=1.O. The yield is 0.630. The reactants are Br[C:2]1[CH:11]=[CH:10][C:5]([C:6]([O:8][CH3:9])=[O:7])=[C:4]([Cl:12])[CH:3]=1.[CH:13]1(B(O)O)[CH2:15][CH2:14]1.[O-]P([O-])([O-])=O.[K+].[K+].[K+].C1(C)C=CC=CC=1. The product is [Cl:12][C:4]1[CH:3]=[C:2]([CH:13]2[CH2:15][CH2:14]2)[CH:11]=[CH:10][C:5]=1[C:6]([O:8][CH3:9])=[O:7]. (6) The reactants are Cl.Cl[C:3]1[C:12]2[C:7](=[CH:8][CH:9]=[CH:10][C:11]=2[O:13][CH:14]2[CH2:19][CH2:18][N:17]([CH3:20])[CH2:16][CH2:15]2)[N:6]=[CH:5][N:4]=1.[NH2:21][C:22]1[CH:27]=[CH:26][C:25]([OH:28])=[C:24]([CH3:29])[CH:23]=1. The catalyst is O1CCOCC1. The product is [CH3:29][C:24]1[CH:23]=[C:22]([CH:27]=[CH:26][C:25]=1[OH:28])[NH:21][C:3]1[C:12]2[C:7](=[CH:8][CH:9]=[CH:10][C:11]=2[O:13][CH:14]2[CH2:19][CH2:18][N:17]([CH3:20])[CH2:16][CH2:15]2)[N:6]=[CH:5][N:4]=1. The yield is 0.790. (7) The reactants are Cl[C:2]1[N:3]=[C:4]([NH:18][CH3:19])[C:5]2[N:6]=[C:7]([NH:14][CH2:15][CH2:16][CH3:17])[N:8]=[C:9]([NH:12][CH3:13])[C:10]=2[N:11]=1.[CH3:20][NH:21][CH3:22]. The catalyst is C(O)CCC. The product is [CH3:20][N:21]([CH3:22])[C:2]1[N:3]=[C:4]([NH:18][CH3:19])[C:5]2[N:6]=[C:7]([NH:14][CH2:15][CH2:16][CH3:17])[N:8]=[C:9]([NH:12][CH3:13])[C:10]=2[N:11]=1. The yield is 0.800. (8) The reactants are [CH2:1]([O:3][C:4](=[O:36])[CH2:5][CH2:6][CH2:7][O:8][C:9]1[CH:14]=[CH:13][CH:12]=[C:11]([CH2:15][CH2:16][CH2:17][CH2:18][CH2:19][CH2:20][O:21][Si](C(C)(C)C)(C)C)[C:10]=1[CH2:29][CH2:30][C:31]([O:33][CH2:34][CH3:35])=[O:32])[CH3:2]. The catalyst is C1COCC1.O. The product is [CH2:1]([O:3][C:4](=[O:36])[CH2:5][CH2:6][CH2:7][O:8][C:9]1[CH:14]=[CH:13][CH:12]=[C:11]([CH2:15][CH2:16][CH2:17][CH2:18][CH2:19][CH2:20][OH:21])[C:10]=1[CH2:29][CH2:30][C:31]([O:33][CH2:34][CH3:35])=[O:32])[CH3:2]. The yield is 0.990. (9) The reactants are [C:1]([O:5][C:6]([N:8]([CH2:19][C:20]1[CH:25]=[CH:24][C:23]([O:26][CH2:27][CH2:28][CH2:29][OH:30])=[C:22]([Br:31])[CH:21]=1)[C:9]([NH2:18])=[N:10][C:11]([O:13][C:14]([CH3:17])([CH3:16])[CH3:15])=[O:12])=[O:7])([CH3:4])([CH3:3])[CH3:2].[O:32](S(C(F)(F)F)(=O)=O)[S:33]([C:36]([F:39])([F:38])[F:37])(=O)=[O:34].CCN(CC)CC. The catalyst is C(Cl)Cl.CN(C1C=CN=CC=1)C. The product is [F:37][C:36]([F:39])([F:38])[S:33]([O:30][CH2:29][CH2:28][CH2:27][O:26][C:23]1[CH:24]=[CH:25][C:20]([CH2:19][N:8]([C:6]([O:5][C:1]([CH3:2])([CH3:4])[CH3:3])=[O:7])[C:9]([NH2:18])=[N:10][C:11]([O:13][C:14]([CH3:17])([CH3:16])[CH3:15])=[O:12])=[CH:21][C:22]=1[Br:31])(=[O:34])=[O:32]. The yield is 0.820.